Dataset: Peptide-MHC class I binding affinity with 185,985 pairs from IEDB/IMGT. Task: Regression. Given a peptide amino acid sequence and an MHC pseudo amino acid sequence, predict their binding affinity value. This is MHC class I binding data. (1) The peptide sequence is TEAEKWPFF. The MHC is HLA-A29:02 with pseudo-sequence HLA-A29:02. The binding affinity (normalized) is 0.0847. (2) The MHC is HLA-A30:01 with pseudo-sequence HLA-A30:01. The binding affinity (normalized) is 0.0847. The peptide sequence is NVHRSQFAQ. (3) The peptide sequence is RLIGHISTL. The MHC is BoLA-JSP.1 with pseudo-sequence BoLA-JSP.1. The binding affinity (normalized) is 0.0641.